The task is: Binary Classification. Given a T-cell receptor sequence (or CDR3 region) and an epitope sequence, predict whether binding occurs between them.. This data is from TCR-epitope binding with 47,182 pairs between 192 epitopes and 23,139 TCRs. (1) The epitope is FVDGVPFVV. The TCR CDR3 sequence is CASSPKGQGATDTQYF. Result: 0 (the TCR does not bind to the epitope). (2) The epitope is EIYKRWII. The TCR CDR3 sequence is CASRNRAAGRFRETQYF. Result: 1 (the TCR binds to the epitope). (3) The epitope is RLDKVEAEV. The TCR CDR3 sequence is CASSVVGGGAADTQYF. Result: 0 (the TCR does not bind to the epitope). (4) The epitope is TEILPVSMTK. The TCR CDR3 sequence is CASSQVGGRANTGELFF. Result: 1 (the TCR binds to the epitope). (5) The epitope is GTSGSPIVNR. The TCR CDR3 sequence is CASSLGQGSYEQYF. Result: 1 (the TCR binds to the epitope). (6) The epitope is ATDALMTGY. The TCR CDR3 sequence is CASSHRDGGNSPLHF. Result: 0 (the TCR does not bind to the epitope). (7) The epitope is TEKSNIIRGW. The TCR CDR3 sequence is CASSLQGYQETQYF. Result: 1 (the TCR binds to the epitope).